Dataset: Drug-target binding data from BindingDB using Ki measurements. Task: Regression. Given a target protein amino acid sequence and a drug SMILES string, predict the binding affinity score between them. We predict pKi (pKi = -log10(Ki in M); higher means stronger inhibition). Dataset: bindingdb_ki. (1) The small molecule is COc1ccc(C2=N[C@@H](c3ccc(Cl)cc3)[C@@H](c3ccc(Cl)cc3)N2C(=O)N2CCNC(=O)C2)c(OC(C)C)c1. The target protein (P23804) has sequence MCNTNMSVSTEGAASTSQIPASEQETLVRPKPLLLKLLKSVGAQNDTYTMKEIIFYIGQYIMTKRLYDEKQQHIVYCSNDLLGDVFGVPSFSVKEHRKIYAMIYRNLVAVSQQDSGTSLSESRRQPEGGSDLKDPLQAPPEEKPSSSDLISRLSTSSRRRSISETEENTDELPGERHRKRRRSLSFDPSLGLCELREMCSGGSSSSSSSSSESTETPSHQDLDDGVSEHSGDCLDQDSVSDQFSVEFEVESLDSEDYSLSDEGHELSDEDDEVYRVTVYQTGESDTDSFEGDPEISLADYWKCTSCNEMNPPLPSHCKRCWTLRENWLPDDKGKDKVEISEKAKLENSAQAEEGLDVPDGKKLTENDAKEPCAEEDSEEKAEQTPLSQESDDYSQPSTSSSIVYSSQESVKELKEETQDKDESVESSFSLNAIEPCVICQGRPKNGCIVHGKTGHLMSCFTCAKKLKKRNKPCPVCRQPIQMIVLTYFN. The pKi is 7.7. (2) The compound is C/C(=C\CC12OC1(C=O)C(=O)c1ccccc1C2=O)CCCC(C)CCCC(C)CCCC(C)C. The target protein (Q6B4J2) has sequence MGATWRSPGWVRLALCLAGLVLSLYALHVKAARARDRDYRALCDVGTAISCSRVFSSRWGRGFGLVEHVLGKDSILNQSNSIFGCIFYTLQLLLGCLQGRWASVLLRLSCLVSLAGSVYLAWILFFVLYDFCIVCITTYAINVGLTVLSFREVQGPQGKVKGH. The pKi is 4.6. (3) The compound is COc1ccc(NC(=[Se])NCCCCCN2C[C@H](O)[C@@H](O)[C@H](O)[C@H]2CO)cc1. The target protein (C0HJB3) has sequence MKYNTGAGTVPEQLNVHLVPHSHDDVGWLKTVDQYYVGSENYIQEACVENVLDSVVMSLQRDPNRKFVFGEMAFFHRWWLEQTPETKELKLVKAGQLEFVNGGWCMHDEATTHYIDMIDHTTLGHRFLQEQFNKIPRAGWQIDPFGHSAVQGYLLGAELGFDSVHFARIDYQDREKRKGEKSLEVVWRGSKTFGSSAQIFANAFPGHYGPPNGFNFEVRNNFVPLQDDPRLFDTNVEERVQNFLDAALTQAKLTRTNHLMWTMGDDFQYQYAESWFKQMDKLLHHVNKDGRVNALYSTPSLYTEAKNAANQTWPLKIDDYFPYADGRNAYWTGFYTSRMLSGYYLATRHSGFFAGKKSTKYHAFDLADALGIAQHHDAVSGTAKQHTTNDYAKRLALGASKAEAVVSSSLACLTSKQSADQCSAPASAFSQCHLFNISYCPPTESSLPDDKSLVVVVYNPLGWSRNEIVRIPVNDANLVVKDSSGNKLEVQYVEMDDVTA.... The pKi is 3.3. (4) The drug is c1ccc(OC[C@@H]2CN(CCN3CCc4ccccc43)CCO2)cc1. The target protein (P30728) has sequence MAPLSQISSHINSTCGAENSTGVNRARPHAYYALSYCALILAIIFGNGLVCAAVLRERALQTTTNYLVVSLAVADLLVATLVMPWVVYLEVTGGVWNFSRICCDVFVTLDVMMCTASILNLCAISIDRYTAVVMPVHYQHGTGQSSCRRVALMITAVWVLAFAVSCPLLFGFNTTGDPSICSISNPDFVIYSSVVSFYVPFGVTVLVYARIYMVLRQRRRKRILTRQNSQCISIRPGFPQQSSCLRLHPIRQFSIRARFLSDATGQMEHIEDKPYPQKCQDPLLSHLQPLSPGQTHGELKRYYSICQDTALRHPNFEGGGGMSQVERTRNSLSPTMAPKLSLEVRKLSNGRLSTSLKLGPLQPRGVPLREKKATQMVVIVLGAFIVCWLPFFLTHVLNTHCQACHVSPELYRATTWLGYVNSALNPVIYTTFNIEFRKAFLKILSC. The pKi is 5.5. (5) The drug is O=P(O)(O)C(F)(F)c1ccc2nn(Cc3ccccc3)cc2c1. The target protein sequence is MSDPLHVTFVCTGNICRSPMAEKMFAQQLRHRGLGDAVRVTSAGTGNWHVGSCADERAAGVLRAHGYPTDHRAAQVGTEHLAADLLVALDRNHARLLRQLGVEAARVRMLRSFDPRSGTHALDVEDPYYGDHSDFEEVFAVIESALPGLHDWVDERLARNGPS. The pKi is 4.1. (6) The small molecule is COc1ccc(S(=O)(=O)N(CC(C)C)C[C@@H](O)[C@H](Cc2ccccc2)NC(=O)OC2COCCN(C)CCOC2)cc1. The target protein (P03369) has sequence MGARASVLSGGELDKWEKIRLRPGGKKKYKLKHIVWASRELERFAVNPGLLETSEGCRQILGQLQPSLQTGSEELRSLYNTVATLYCVHQRIDVKDTKEALEKIEEEQNKSKKKAQQAAAAAGTGNSSQVSQNYPIVQNLQGQMVHQAISPRTLNAWVKVVEEKAFSPEVIPMFSALSEGATPQDLNTMLNTVGGHQAAMQMLKETINEEAAEWDRVHPVHAGPIAPGQMREPRGSDIAGTTSTLQEQIGWMTNNPPIPVGEIYKRWIILGLNKIVRMYSPTSILDIRQGPKEPFRDYVDRFYKTLRAEQASQDVKNWMTETLLVQNANPDCKTILKALGPAATLEEMMTACQGVGGPGHKARVLAEAMSQVTNPANIMMQRGNFRNQRKTVKCFNCGKEGHIAKNCRAPRKKGCWRCGREGHQMKDCTERQANFLREDLAFLQGKAREFSSEQTRANSPTRRELQVWGGENNSLSEAGADRQGTVSFNFPQITLWQRPL.... The pKi is 7.7. (7) The drug is CSCC[C@@H](NC(=O)[C@@H](N)Cc1ccc(O)cc1)C(=O)NCC(=O)N[C@@H](Cc1ccccc1)C(=O)N1C[C@@H](O[C@@H]2O[C@H](CO)[C@@H](O[C@H]3O[C@@H](CO)[C@@H](O)[C@@H](O)[C@@H]3O)[C@H](O)[C@H]2O)C[C@H]1C(N)=O. The target protein sequence is MEPSVIPGADIPDLYSINPFNVTFPDDVLSFVPDGRNYTEPNPVKSRGIIIAISITALYSVICVVGLLGNILVMYGVVRYTKLKTATNIYIFNLALADALATSTLPFQSTKYLMNTWPFGELLCKVVIAIDYYNMFTSIFTLTMMSVDRYIAVCHPVRALEFRTPIKAKIINVCIWILSSAVGVPIMIMAVTRVTNQNTTVCMLKFPDPDWYWDTVTKICVFIFAFVVPVLVITICYGLMILRLKSVRLLSGSKEKDRNMRRITRMVLVVVAAFIICWTPIHIFIIEKTLVDINQKNPFVIASWHLHRTGYTNSSLNPVLYAFLDENFKRCFRDFCLPFRTRADQSNLNRARNATREPVSVCALRIQERSRYD. The pKi is 6.2. (8) The drug is CC(C)n1c(=O)n(C(=O)NCCN2CC[N+](C)(C)CC2)c2ccccc21. The target protein (O70528) has sequence MDKLDANVSSKEGFGSVEKVVLLTFLSAVILMAILGNLLVMVAVCRDRQLRKIKTNYFIVSLAFADLLVSVLVMPFGAIELVQDIWVYGEMFCLVRTSLDVLLTTASIFHLCCISLDRYYAICCQPLVYRNKMTPLRIALMLGGCWVIPMFISFLPIMQGWNNIGIVDLIEKRKFNQNSNSTYCVFMVNKPYAITCSVVAFYIPFLLMVLAYYRIYVTAKEHARQIQVLQRAGAPAEGRPQPADQHSTHRMRTETKAAKTLCIIMGCFCLCWAPFFVTNIVDPFIDYTVPGQLWTAFLWLGYINSGLNPFLYAFLNKSFRRAFLIILCCDDERYRRPSILGQTVPCSTTTINGSTHVLRDTVECGGQWESQCHPAASSPLVAAQPIDT. The pKi is 7.2. (9) The small molecule is CSc1ccc(C2CN3CCC[C@@H]3c3ccccc32)cc1. The target protein (Q61327) has sequence MSKSKCSVGPMSSVVAPAKEPNAVGPREVELILVKEQNGVQLTNSTLINPPQTPVEVQERETWSKKIDFLLSVIGFAVDLANVWRFPYLCYKNGGGAFLVPYLLFMVIAGMPLFYMELALGQFNREGAAGVWKICPVLKGVGFTVILISFYVGFFYNVIIAWALHYFFSSFTMDLPWIHCNNTWNSPNCSDAHSSNSSDGLGLNDTFGTTPAAEYFERGVLHLHQSRGIDDLGPPRWQLTACLVLVIVLLYFSLWKGVKTSGKVVWITATMPYVVLTALLLRGVTLPGAMDGIRAYLSVDFYRLCEASVWIDAATQVCFSLGVGFGVLIAFSSYNKFTNNCYRDAIITTSINSLTSFSSGFVVFSFLGYMAQKHNVPIRDVATDGPGLIFIIYPEAIATLPLSSAWAAVFFLMLLTLGIDSAMGGMESVITGLVDEFQLLHRHRELFTLGIVLATFLLSLFCVTNGGIYVFTLLDHFAAGTSILFGVLIEAIGVAWFYGV.... The pKi is 7.4.